Dataset: Reaction yield outcomes from USPTO patents with 853,638 reactions. Task: Predict the reaction yield, written as a fraction of the theoretical maximum amount of product (1.0 means a 100% yield; for example, 0.34 means a 34% yield). (1) The reactants are [Cl:1]C1C=C(N)C=C(Cl)C=1OC1C=[N:11]C2C(C=1)=CC=CC=2.Cl[C:22]1[CH:27]=[C:26](Cl)[CH:25]=[CH:24][C:23]=1[S:29](Cl)(=[O:31])=[O:30].Cl. No catalyst specified. The product is [ClH:1].[C:23]1([S:29]([NH2:11])(=[O:31])=[O:30])[CH:24]=[CH:25][CH:26]=[CH:27][CH:22]=1. The yield is 0.990. (2) The reactants are Cl.[CH3:2][NH:3][OH:4].CO[Na].[Br:8][C:9]1[CH:10]=[C:11]2C(=[CH:17][CH:18]=1)O[CH2:14][CH2:13][C:12]2=[N:19][C:20]#[N:21].[CH3:22][OH:23]. No catalyst specified. The product is [Br:8][C:9]1[CH:10]=[C:11]2[C:12]3([O:4][N:3]([CH3:2])[C:20]([NH2:21])=[N:19]3)[CH2:13][CH2:14][O:23][C:22]2=[CH:17][CH:18]=1. The yield is 0.880. (3) The reactants are [CH3:1][O:2][C:3]1[CH:12]=[C:11]([O:13][CH3:14])[CH:10]=[C:9]2[C:4]=1[C:5](=[O:34])[NH:6][C:7]([C:15]1[CH:20]=[CH:19][C:18]([CH:21]3[CH2:26][CH2:25][N:24](C(OC(C)(C)C)=O)[CH2:23][CH2:22]3)=[CH:17][CH:16]=1)=[N:8]2.Cl. The catalyst is O1CCOCC1. The product is [CH3:1][O:2][C:3]1[CH:12]=[C:11]([O:13][CH3:14])[CH:10]=[C:9]2[C:4]=1[C:5](=[O:34])[NH:6][C:7]([C:15]1[CH:16]=[CH:17][C:18]([CH:21]3[CH2:26][CH2:25][NH:24][CH2:23][CH2:22]3)=[CH:19][CH:20]=1)=[N:8]2. The yield is 0.180. (4) The catalyst is C(#N)C.CN(C=O)C.O. The product is [CH3:32][N:33]([CH3:34])/[C:22](/[C:23]1[CH:24]=[CH:25][CH:20]=[CH:18][C:17]=1[O:16][CH2:15][C:12]1[CH:11]=[CH:10][C:9]([O:8][CH3:7])=[CH:14][CH:13]=1)=[CH:21]\[CH:1]=[C:27]([C:26]#[N:30])[C:28]#[N:29]. The reactants are [C:1](Cl)(=O)C(Cl)=O.[CH3:7][O:8][C:9]1[CH:14]=[CH:13][C:12]([CH2:15][O:16][CH2:17][C:18]([C:20]2[CH:25]=[CH:24][CH:23]=[CH:22][CH:21]=2)=O)=[CH:11][CH:10]=1.[C:26](#[N:30])[CH2:27][C:28]#[N:29].C[CH2:32][N:33](CC)[CH2:34]C. The yield is 0.270. (5) The catalyst is C(O)=O. The yield is 0.990. The reactants are C([O:5][C:6]([C:8]1([CH2:11][CH2:12][CH2:13][CH2:14][C:15](=[O:30])[CH2:16][CH2:17][CH2:18][CH2:19][C:20]2([C:23]([O:25]C(C)(C)C)=[O:24])[CH2:22][CH2:21]2)[CH2:10][CH2:9]1)=[O:7])(C)(C)C. The product is [C:23]([C:20]1([CH2:19][CH2:18][CH2:17][CH2:16][C:15](=[O:30])[CH2:14][CH2:13][CH2:12][CH2:11][C:8]2([C:6]([OH:7])=[O:5])[CH2:9][CH2:10]2)[CH2:22][CH2:21]1)([OH:25])=[O:24]. (6) The reactants are [N:1]1([CH:7]2[CH2:13][CH2:12][C:11]3[CH:14]=[C:15]([NH2:18])[CH:16]=[CH:17][C:10]=3[CH2:9][CH2:8]2)[CH2:6][CH2:5][O:4][CH2:3][CH2:2]1.Cl[C:20]1[N:25]=[C:24]([NH:26][C:27]2[CH:32]=[CH:31][CH:30]=[CH:29][C:28]=2[S:33]([N:36]([CH3:38])[CH3:37])(=[O:35])=[O:34])[C:23]([Cl:39])=[CH:22][N:21]=1.C12(CS(O)(=O)=O)C(C)(C)C(CC1)CC2=O.C(O)(C)C. No catalyst specified. The product is [Cl:39][C:23]1[C:24]([NH:26][C:27]2[CH:32]=[CH:31][CH:30]=[CH:29][C:28]=2[S:33]([N:36]([CH3:38])[CH3:37])(=[O:35])=[O:34])=[N:25][C:20]([NH:18][C:15]2[CH:16]=[CH:17][C:10]3[CH2:9][CH2:8][CH:7]([N:1]4[CH2:6][CH2:5][O:4][CH2:3][CH2:2]4)[CH2:13][CH2:12][C:11]=3[CH:14]=2)=[N:21][CH:22]=1. The yield is 0.0800. (7) The reactants are [H-].[Na+].[NH:3]1[C:11]2[CH2:10][CH2:9][CH2:8][CH2:7][C:6]=2[CH:5]=[C:4]1[C:12]([O:14][CH2:15][CH3:16])=[O:13].Br[CH2:18][CH:19]([O:23][CH2:24][CH3:25])[O:20][CH2:21][CH3:22]. The catalyst is CN(C)C=O. The product is [CH2:21]([O:20][CH:19]([O:23][CH2:24][CH3:25])[CH2:18][N:3]1[C:11]2[CH2:10][CH2:9][CH2:8][CH2:7][C:6]=2[CH:5]=[C:4]1[C:12]([O:14][CH2:15][CH3:16])=[O:13])[CH3:22]. The yield is 0.510.